Dataset: Full USPTO retrosynthesis dataset with 1.9M reactions from patents (1976-2016). Task: Predict the reactants needed to synthesize the given product. (1) Given the product [CH3:29][N:14]1[C:15](=[O:28])[C:16]2[C:20]([NH:21][C:22]3[CH:27]=[CH:26][CH:25]=[CH:24][CH:23]=3)=[N:19][NH:18][C:17]=2[NH:12][C:13]1=[O:30], predict the reactants needed to synthesize it. The reactants are: [Al+3].[Cl-].[Cl-].[Cl-].COC1C=CC(C[N:12]2[C:17]3[NH:18][N:19]=[C:20]([NH:21][C:22]4[CH:27]=[CH:26][CH:25]=[CH:24][CH:23]=4)[C:16]=3[C:15](=[O:28])[N:14]([CH3:29])[C:13]2=[O:30])=CC=1.C1(OC)C=CC=CC=1. (2) Given the product [CH2:22]([N:19]1[CH2:18][CH:17]=[C:16]([C:12]2[C:13]([F:15])=[CH:14][C:9]([N:5]3[CH2:4][C@H:3]([CH2:2][N:1]4[CH:51]=[C:50]([CH3:54])[N:49]=[N:48]4)[O:7][C:6]3=[O:8])=[CH:10][C:11]=2[F:29])[CH2:21][CH2:20]1)[C:23]1[CH:28]=[CH:27][CH:26]=[CH:25][CH:24]=1, predict the reactants needed to synthesize it. The reactants are: [NH2:1][CH2:2][C@@H:3]1[O:7][C:6](=[O:8])[N:5]([C:9]2[CH:14]=[C:13]([F:15])[C:12]([C:16]3[CH2:17][CH2:18][N:19]([CH2:22][C:23]4[CH:28]=[CH:27][CH:26]=[CH:25][CH:24]=4)[CH2:20][CH:21]=3)=[C:11]([F:29])[CH:10]=2)[CH2:4]1.C(N(C(C)C)CC)(C)C.C1(C)C(S([NH:48][N:49]=[C:50]([CH3:54])[CH:51](Cl)Cl)(=O)=O)=CC=CC=1.